Task: Binary Classification. Given a drug SMILES string, predict its activity (active/inactive) in a high-throughput screening assay against a specified biological target.. Dataset: M1 muscarinic receptor antagonist screen with 61,756 compounds The drug is s1nc(c(N)c1C(=O)N(C(C(=O)NC1CCCC1)c1occc1)c1c(OCC)cccc1)C(=O)N. The result is 0 (inactive).